Dataset: NCI-60 drug combinations with 297,098 pairs across 59 cell lines. Task: Regression. Given two drug SMILES strings and cell line genomic features, predict the synergy score measuring deviation from expected non-interaction effect. (1) Drug 1: CS(=O)(=O)CCNCC1=CC=C(O1)C2=CC3=C(C=C2)N=CN=C3NC4=CC(=C(C=C4)OCC5=CC(=CC=C5)F)Cl. Drug 2: C1C(C(OC1N2C=NC(=NC2=O)N)CO)O. Cell line: SF-295. Synergy scores: CSS=-1.27, Synergy_ZIP=3.08, Synergy_Bliss=5.01, Synergy_Loewe=-3.02, Synergy_HSA=-1.54. (2) Drug 1: CCC(=C(C1=CC=CC=C1)C2=CC=C(C=C2)OCCN(C)C)C3=CC=CC=C3.C(C(=O)O)C(CC(=O)O)(C(=O)O)O. Drug 2: COCCOC1=C(C=C2C(=C1)C(=NC=N2)NC3=CC=CC(=C3)C#C)OCCOC.Cl. Cell line: ACHN. Synergy scores: CSS=27.4, Synergy_ZIP=4.57, Synergy_Bliss=5.78, Synergy_Loewe=2.87, Synergy_HSA=6.62. (3) Drug 1: C(=O)(N)NO. Drug 2: CC1=C(N=C(N=C1N)C(CC(=O)N)NCC(C(=O)N)N)C(=O)NC(C(C2=CN=CN2)OC3C(C(C(C(O3)CO)O)O)OC4C(C(C(C(O4)CO)O)OC(=O)N)O)C(=O)NC(C)C(C(C)C(=O)NC(C(C)O)C(=O)NCCC5=NC(=CS5)C6=NC(=CS6)C(=O)NCCC[S+](C)C)O. Cell line: ACHN. Synergy scores: CSS=45.8, Synergy_ZIP=1.33, Synergy_Bliss=0.227, Synergy_Loewe=-30.9, Synergy_HSA=-0.654. (4) Drug 1: C1CC(=O)NC(=O)C1N2CC3=C(C2=O)C=CC=C3N. Drug 2: N.N.Cl[Pt+2]Cl. Cell line: TK-10. Synergy scores: CSS=0.522, Synergy_ZIP=-0.247, Synergy_Bliss=-0.374, Synergy_Loewe=-0.931, Synergy_HSA=-0.882. (5) Drug 1: CCC1(CC2CC(C3=C(CCN(C2)C1)C4=CC=CC=C4N3)(C5=C(C=C6C(=C5)C78CCN9C7C(C=CC9)(C(C(C8N6C=O)(C(=O)OC)O)OC(=O)C)CC)OC)C(=O)OC)O.OS(=O)(=O)O. Drug 2: C#CCC(CC1=CN=C2C(=N1)C(=NC(=N2)N)N)C3=CC=C(C=C3)C(=O)NC(CCC(=O)O)C(=O)O. Cell line: HCT-15. Synergy scores: CSS=69.0, Synergy_ZIP=2.77, Synergy_Bliss=0.324, Synergy_Loewe=-31.5, Synergy_HSA=-2.43. (6) Drug 1: C1=CN(C(=O)N=C1N)C2C(C(C(O2)CO)O)O.Cl. Drug 2: CN(C(=O)NC(C=O)C(C(C(CO)O)O)O)N=O. Cell line: RPMI-8226. Synergy scores: CSS=9.02, Synergy_ZIP=-6.66, Synergy_Bliss=-8.75, Synergy_Loewe=-17.7, Synergy_HSA=-6.93. (7) Drug 1: CN(CCCl)CCCl.Cl. Drug 2: B(C(CC(C)C)NC(=O)C(CC1=CC=CC=C1)NC(=O)C2=NC=CN=C2)(O)O. Cell line: U251. Synergy scores: CSS=48.5, Synergy_ZIP=-0.0147, Synergy_Bliss=-1.62, Synergy_Loewe=-5.40, Synergy_HSA=0.390. (8) Drug 1: CC1=C(C=C(C=C1)NC2=NC=CC(=N2)N(C)C3=CC4=NN(C(=C4C=C3)C)C)S(=O)(=O)N.Cl. Drug 2: C1=CC(=CC=C1CCC2=CNC3=C2C(=O)NC(=N3)N)C(=O)NC(CCC(=O)O)C(=O)O. Cell line: SK-MEL-5. Synergy scores: CSS=-0.669, Synergy_ZIP=-2.00, Synergy_Bliss=-0.642, Synergy_Loewe=-9.80, Synergy_HSA=-2.84.